Dataset: Forward reaction prediction with 1.9M reactions from USPTO patents (1976-2016). Task: Predict the product of the given reaction. (1) Given the reactants Cl[CH2:2][CH2:3][CH2:4][N:5]1[C:13]2[C:8](=[CH:9][CH:10]=[CH:11][CH:12]=2)[C:7]([C:14](=[O:16])[CH3:15])=[CH:6]1.C(=O)([O-])[O-].[Cs+].[Cs+].[I-].[K+].[CH3:25][O:26][C:27]1[CH:28]=[C:29]2[C:37](=[CH:38][CH:39]=1)[NH:36][C:35]1[CH2:34][NH:33][CH2:32][CH2:31][C:30]2=1, predict the reaction product. The product is: [CH3:25][O:26][C:27]1[CH:28]=[C:29]2[C:37](=[CH:38][CH:39]=1)[NH:36][C:35]1[CH2:34][N:33]([CH2:2][CH2:3][CH2:4][N:5]3[C:13]4[C:8](=[CH:9][CH:10]=[CH:11][CH:12]=4)[C:7]([C:14](=[O:16])[CH3:15])=[CH:6]3)[CH2:32][CH2:31][C:30]2=1. (2) Given the reactants [CH3:1][O:2][C:3]1[CH:23]=[CH:22][C:6]([CH2:7][N:8]2[C:12]([CH2:13][O:14][CH3:15])=[C:11]([C:16]3[N:17]=[C:18]([NH2:21])[S:19][CH:20]=3)[CH:10]=[N:9]2)=[CH:5][CH:4]=1.[CH3:24][O:25][C:26]1[CH:46]=[CH:45][C:29]([CH2:30][N:31]2[CH:35]=[C:34]([C:36]3[N:37]=[C:38]([NH2:41])[S:39][CH:40]=3)[C:33]([CH2:42][O:43][CH3:44])=[N:32]2)=[CH:28][CH:27]=1.Br[C:48]1[C:53]([F:54])=[CH:52][CH:51]=[C:50]([CH3:55])[N:49]=1.CC1(C)C2C(=C(P(C3C=CC=CC=3)C3C=CC=CC=3)C=CC=2)OC2C(P(C3C=CC=CC=3)C3C=CC=CC=3)=CC=CC1=2.C(=O)([O-])[O-].[Cs+].[Cs+], predict the reaction product. The product is: [F:54][C:53]1[C:48]([NH:21][C:18]2[S:19][CH:20]=[C:16]([C:11]3[CH:10]=[N:9][N:8]([CH2:7][C:6]4[CH:5]=[CH:4][C:3]([O:2][CH3:1])=[CH:23][CH:22]=4)[C:12]=3[CH2:13][O:14][CH3:15])[N:17]=2)=[N:49][C:50]([CH3:55])=[CH:51][CH:52]=1.[F:54][C:53]1[C:48]([NH:41][C:38]2[S:39][CH:40]=[C:36]([C:34]3[C:33]([CH2:42][O:43][CH3:44])=[N:32][N:31]([CH2:30][C:29]4[CH:28]=[CH:27][C:26]([O:25][CH3:24])=[CH:46][CH:45]=4)[CH:35]=3)[N:37]=2)=[N:49][C:50]([CH3:55])=[CH:51][CH:52]=1. (3) The product is: [C:9]1([NH:2][CH2:3][CH2:4][CH2:5][CH:5]2[CH2:4][CH2:3][NH:2][CH2:7][CH2:6]2)[CH:10]=[CH:11][CH:12]=[CH:13][CH:14]=1. Given the reactants C[N:2]1[CH2:7][CH2:6][C:5](=O)[CH2:4][CH2:3]1.[C:9]1(CCCN)[CH:14]=[CH:13][CH:12]=[CH:11][CH:10]=1, predict the reaction product.